Dataset: Catalyst prediction with 721,799 reactions and 888 catalyst types from USPTO. Task: Predict which catalyst facilitates the given reaction. (1) Reactant: [C:1]1([CH:8]=[CH:7][C:5]([OH:6])=[CH:4][CH:3]=1)[OH:2].[OH-].[K+].O1CCOCC1.[C:17]([O:21][C:22](=[O:25])[CH2:23]Br)([CH3:20])([CH3:19])[CH3:18]. Product: [C:17]([O:21][C:22](=[O:25])[CH2:23][O:2][C:1]1[CH:8]=[CH:7][C:5]([OH:6])=[CH:4][CH:3]=1)([CH3:20])([CH3:19])[CH3:18]. The catalyst class is: 6. (2) Reactant: [O:1]1[CH2:6][CH2:5][CH:4]([CH:7]=O)[CH2:3][CH2:2]1.C(O)(=O)[CH2:10][C:11]([OH:13])=[O:12].N1CCCCC1. The catalyst class is: 17. Product: [O:1]1[CH2:2][CH2:3][CH:4](/[CH:7]=[CH:10]/[C:11]([OH:13])=[O:12])[CH2:5][CH2:6]1. (3) Reactant: C1(P(C2CCCCC2)C2C=CC=CC=2C2C=CC=CC=2)CCCCC1.CN(C)C(=O)C.Br[C:33]1[C:34]([NH:40][C:41]2[C:42]([CH3:51])=[C:43]([CH:48]=[CH:49][CH:50]=2)[C:44]([O:46][CH3:47])=[O:45])=[N:35][CH:36]=[C:37]([CH3:39])[CH:38]=1.C1CCN2C(=NCCC2)CC1. Product: [CH3:39][C:37]1[CH:36]=[N:35][C:34]2[NH:40][C:41]3[C:50]([C:33]=2[CH:38]=1)=[CH:49][CH:48]=[C:43]([C:44]([O:46][CH3:47])=[O:45])[C:42]=3[CH3:51]. The catalyst class is: 713. (4) Reactant: [OH:1][C:2]1[CH:7]=[C:6]([OH:8])[C:5]([CH:9]([CH3:11])[CH3:10])=[CH:4][C:3]=1[C:12]1[O:16][N:15]=[C:14]([C:17]([NH:19][CH2:20][CH3:21])=[O:18])[C:13]=1[C:22]1[CH:26]=[CH:25][N:24]([CH3:27])[N:23]=1.[C:28]1(=[O:35])[O:34][C:32](=[O:33])[CH2:31][CH2:30][CH2:29]1. Product: [CH2:20]([NH:19][C:17]([C:14]1[C:13]([C:22]2[CH:26]=[CH:25][N:24]([CH3:27])[N:23]=2)=[C:12]([C:3]2[C:2]([OH:1])=[CH:7][C:6]([O:8][C:28](=[O:35])[CH2:29][CH2:30][CH2:31][C:32]([OH:34])=[O:33])=[C:5]([CH:9]([CH3:10])[CH3:11])[CH:4]=2)[O:16][N:15]=1)=[O:18])[CH3:21]. The catalyst class is: 277. (5) Reactant: [NH2:1][C:2]1[CH:7]=[CH:6][CH:5]=[CH:4][C:3]=1[N:8]1[CH:12]=[CH:11][C:10]([C:13]([N:15]2[CH2:20][CH2:19][N:18](C(OC(C)(C)C)=O)[CH2:17][C@H:16]2[CH2:28][C:29]2[CH:34]=[CH:33][CH:32]=[CH:31][CH:30]=2)=[O:14])=[C:9]1[C:35]1[CH:40]=[CH:39][CH:38]=[CH:37][CH:36]=1.[CH2:41]1[O:44][C@@H:42]1[CH3:43].[Br-].[Br-].[Br-].[In+3].O. Product: [CH2:28]([C@@H:16]1[CH2:17][NH:18][CH2:19][CH2:20][N:15]1[C:13]([C:10]1[CH:11]=[CH:12][N:8]([C:3]2[CH:4]=[CH:5][CH:6]=[CH:7][C:2]=2[NH:1][CH2:41][C@H:42]([OH:44])[CH3:43])[C:9]=1[C:35]1[CH:40]=[CH:39][CH:38]=[CH:37][CH:36]=1)=[O:14])[C:29]1[CH:34]=[CH:33][CH:32]=[CH:31][CH:30]=1. The catalyst class is: 13. (6) Reactant: [Cl:1][C:2]1[CH:7]=[CH:6][C:5]([C:8](=O)[CH2:9][C:10]([O:12]C)=O)=[C:4]([O:15][CH3:16])[CH:3]=1.[N:17]1[CH:22]=[CH:21][CH:20]=[CH:19][C:18]=1[C:23]1[CH:24]=[N:25][NH:26][C:27]=1[NH2:28]. Product: [Cl:1][C:2]1[CH:7]=[CH:6][C:5]([C:8]2[NH:28][C:27]3[N:26]([N:25]=[CH:24][C:23]=3[C:18]3[CH:19]=[CH:20][CH:21]=[CH:22][N:17]=3)[C:10](=[O:12])[CH:9]=2)=[C:4]([O:15][CH3:16])[CH:3]=1. The catalyst class is: 15. (7) Reactant: [CH3:1][N:2]([CH3:39])[CH2:3][CH2:4][O:5][C:6]1[C:7]([CH3:38])=[C:8]([NH:12][C:13]2[N:18]=[C:17]([C:19]3[N:23]4[CH:24]=[CH:25][CH:26]=[CH:27][C:22]4=[N:21][C:20]=3[C:28]3[CH:29]=[C:30]([CH:35]=[CH:36][CH:37]=3)[C:31](OC)=[O:32])[CH:16]=[CH:15][N:14]=2)[CH:9]=[CH:10][CH:11]=1.[F:40][C:41]1[CH:47]=[CH:46][CH:45]=[C:44]([F:48])[C:42]=1[NH2:43].C[Si]([N-][Si](C)(C)C)(C)C.[Na+]. Product: [F:40][C:41]1[CH:47]=[CH:46][CH:45]=[C:44]([F:48])[C:42]=1[NH:43][C:31](=[O:32])[C:30]1[CH:35]=[CH:36][CH:37]=[C:28]([C:20]2[N:21]=[C:22]3[CH:27]=[CH:26][CH:25]=[CH:24][N:23]3[C:19]=2[C:17]2[CH:16]=[CH:15][N:14]=[C:13]([NH:12][C:8]3[CH:9]=[CH:10][CH:11]=[C:6]([O:5][CH2:4][CH2:3][N:2]([CH3:1])[CH3:39])[C:7]=3[CH3:38])[N:18]=2)[CH:29]=1. The catalyst class is: 1. (8) Reactant: F[P-](F)(F)(F)(F)F.[N:8]1(O[P+](N(C)C)(N(C)C)N(C)C)[C:12]2[CH:13]=[CH:14][CH:15]=[CH:16][C:11]=2N=N1.ON1C2C=CC=CC=2N=N1.NC1C=CC=CC=1.[N:45]1([C:51]2[N:52]=[C:53]([CH2:58][C:59]([O-])=[O:60])[NH:54][C:55](=[O:57])[CH:56]=2)[CH2:50][CH2:49][O:48][CH2:47][CH2:46]1.[Na+]. Product: [N:45]1([C:51]2[N:52]=[C:53]([CH2:58][C:59]([NH:8][C:12]3[CH:11]=[CH:16][CH:15]=[CH:14][CH:13]=3)=[O:60])[NH:54][C:55](=[O:57])[CH:56]=2)[CH2:46][CH2:47][O:48][CH2:49][CH2:50]1. The catalyst class is: 9. (9) Reactant: [F:1][C:2]1[CH:7]=[CH:6][C:5]([OH:8])=[CH:4][CH:3]=1.F[C:10]1[CH:17]=[CH:16][C:13]([CH:14]=[O:15])=[CH:12][CH:11]=1.C([O-])([O-])=O.[K+].[K+]. Product: [F:1][C:2]1[CH:7]=[CH:6][C:5]([O:8][C:10]2[CH:17]=[CH:16][C:13]([CH:14]=[O:15])=[CH:12][CH:11]=2)=[CH:4][CH:3]=1. The catalyst class is: 3.